Dataset: Reaction yield outcomes from USPTO patents with 853,638 reactions. Task: Predict the reaction yield, written as a fraction of the theoretical maximum amount of product (1.0 means a 100% yield; for example, 0.34 means a 34% yield). (1) The reactants are [CH:1]1([C:7]2[C:8]3[CH:9]=[CH:10][C:11]([C:25]([O:27]C)=[O:26])=[CH:12][C:13]=3[N:14]3[C:20]=2[C:19]2[CH:21]=[CH:22][CH:23]=[CH:24][C:18]=2[NH:17][CH2:16][CH2:15]3)[CH2:6][CH2:5][CH2:4][CH2:3][CH2:2]1. The catalyst is C1COCC1.CO.[OH-].[Na+]. The product is [CH:1]1([C:7]2[C:8]3[CH:9]=[CH:10][C:11]([C:25]([OH:27])=[O:26])=[CH:12][C:13]=3[N:14]3[C:20]=2[C:19]2[CH:21]=[CH:22][CH:23]=[CH:24][C:18]=2[NH:17][CH2:16][CH2:15]3)[CH2:2][CH2:3][CH2:4][CH2:5][CH2:6]1. The yield is 0.760. (2) The reactants are CC1(C)C(C)(C)OB([C:9]2[CH:14]=[CH:13][C:12]([C:15]3([C:21]#[N:22])[CH2:20][CH2:19][O:18][CH2:17][CH2:16]3)=[CH:11][CH:10]=2)O1.C([O-])([O-])=O.[Na+].[Na+].Br[C:31]1[N:32]=[CH:33][C:34]([NH2:37])=[N:35][CH:36]=1. The catalyst is CCCCO.C1C=CC([P]([Pd]([P](C2C=CC=CC=2)(C2C=CC=CC=2)C2C=CC=CC=2)([P](C2C=CC=CC=2)(C2C=CC=CC=2)C2C=CC=CC=2)[P](C2C=CC=CC=2)(C2C=CC=CC=2)C2C=CC=CC=2)(C2C=CC=CC=2)C2C=CC=CC=2)=CC=1. The product is [NH2:37][C:34]1[N:35]=[CH:36][C:31]([C:9]2[CH:10]=[CH:11][C:12]([C:15]3([C:21]#[N:22])[CH2:16][CH2:17][O:18][CH2:19][CH2:20]3)=[CH:13][CH:14]=2)=[N:32][CH:33]=1. The yield is 0.790. (3) The reactants are [Na].[C:2]([O:12][CH2:13][CH3:14])(=[O:11])[CH2:3][C:4]([C:6]([O:8][CH2:9][CH3:10])=[O:7])=[O:5].CO[CH:17](OC)[N:18]([CH3:20])[CH3:19].C(O)(=O)C. The catalyst is C(O)C. The product is [CH3:17][N:18]([CH:20]=[C:3]([C:4](=[O:5])[C:6]([O:8][CH2:9][CH3:10])=[O:7])[C:2]([O:12][CH2:13][CH3:14])=[O:11])[CH3:19]. The yield is 0.308. (4) The reactants are [CH3:1][O:2][C:3]([C:5]1[O:6][C:7]([C:10]2[CH:15]=[CH:14][CH:13]=[C:12]([N+:16]([O-])=O)[C:11]=2[O:19][CH3:20])=[CH:8][CH:9]=1)=[O:4]. The yield is 0.830. The catalyst is CO.[Pd]. The product is [CH3:1][O:2][C:3]([C:5]1[O:6][C:7]([C:10]2[CH:15]=[CH:14][CH:13]=[C:12]([NH2:16])[C:11]=2[O:19][CH3:20])=[CH:8][CH:9]=1)=[O:4]. (5) The reactants are Cl[C:2]([O:4][CH2:5][CH3:6])=[O:3].Cl.[CH3:8][O:9][C:10]1[CH:11]=[C:12]2[C:15](=[CH:16][C:17]=1[O:18][CH3:19])[CH:14]([NH2:20])[CH2:13]2. The catalyst is C(N(CC)CC)C.ClCCl. The product is [CH3:8][O:9][C:10]1[CH:11]=[C:12]2[C:15](=[CH:16][C:17]=1[O:18][CH3:19])[CH:14]([NH:20][C:2](=[O:3])[O:4][CH2:5][CH3:6])[CH2:13]2. The yield is 0.800. (6) The reactants are [Cl:1][C:2]1[C:3]2[C:10](I)=[CH:9][N:8]([CH:12]3[CH2:21][CH2:20][C:15]4([O:19][CH2:18][CH2:17][O:16]4)[CH2:14][CH2:13]3)[C:4]=2[N:5]=[CH:6][N:7]=1.[CH2:22]([O:29][C:30]1[CH:35]=[CH:34][C:33](B(O)O)=[CH:32][CH:31]=1)[C:23]1[CH:28]=[CH:27][CH:26]=[CH:25][CH:24]=1.C(=O)([O-])[O-].[Na+].[Na+]. The catalyst is COCCOC.O.C1C=CC([P]([Pd]([P](C2C=CC=CC=2)(C2C=CC=CC=2)C2C=CC=CC=2)([P](C2C=CC=CC=2)(C2C=CC=CC=2)C2C=CC=CC=2)[P](C2C=CC=CC=2)(C2C=CC=CC=2)C2C=CC=CC=2)(C2C=CC=CC=2)C2C=CC=CC=2)=CC=1. The product is [CH2:22]([O:29][C:30]1[CH:35]=[CH:34][C:33]([C:10]2[C:3]3[C:2]([Cl:1])=[N:7][CH:6]=[N:5][C:4]=3[N:8]([CH:12]3[CH2:21][CH2:20][C:15]4([O:19][CH2:18][CH2:17][O:16]4)[CH2:14][CH2:13]3)[CH:9]=2)=[CH:32][CH:31]=1)[C:23]1[CH:28]=[CH:27][CH:26]=[CH:25][CH:24]=1. The yield is 0.610. (7) The reactants are [C:1]([C:4]1[CH:27]=[CH:26][C:7]([O:8][CH2:9][C:10]2[CH:15]=[CH:14][C:13]([CH:16](O)[C:17]3[CH:18]=[C:19]([CH:22]=[CH:23][CH:24]=3)[C:20]#[N:21])=[CH:12][CH:11]=2)=[C:6]([CH3:28])[C:5]=1[OH:29])(=[O:3])[CH3:2].ClCCl.C(N(S(F)(F)[F:39])CC)C. The catalyst is O. The product is [C:1]([C:4]1[CH:27]=[CH:26][C:7]([O:8][CH2:9][C:10]2[CH:15]=[CH:14][C:13]([CH:16]([F:39])[C:17]3[CH:18]=[C:19]([CH:22]=[CH:23][CH:24]=3)[C:20]#[N:21])=[CH:12][CH:11]=2)=[C:6]([CH3:28])[C:5]=1[OH:29])(=[O:3])[CH3:2]. The yield is 0.800. (8) The reactants are [CH3:1][C:2]1[CH:8]=[C:7]([C:9]([F:21])([C:14]([F:20])([F:19])[C:15]([F:18])([F:17])[F:16])[C:10]([F:13])([F:12])[F:11])[CH:6]=[C:5]([CH3:22])[C:3]=1N.[N:23]1C=CC=CC=1.O1CCCC1.[Cl:34][C:35]([Cl:51])([Cl:50])[CH2:36][O:37][C:38]([NH:40][C:41]1[CH:42]=[C:43]([CH:47]=[CH:48][CH:49]=1)[C:44](Cl)=[O:45])=[O:39]. The catalyst is O.C(OCC)(=O)C. The product is [CH3:22][C:5]1[CH:6]=[C:7]([C:9]([F:21])([C:14]([F:19])([F:20])[C:15]([F:16])([F:17])[F:18])[C:10]([F:11])([F:12])[F:13])[CH:8]=[C:2]([CH3:1])[C:3]=1[C:42]1[C:41]([NH:40][C:38]([O:37][CH2:36][C:35]([Cl:51])([Cl:50])[Cl:34])=[O:39])=[CH:49][CH:48]=[CH:47][C:43]=1[C:44]([NH2:23])=[O:45]. The yield is 0.710. (9) The reactants are [Br:1][C:2]1[N:7]2[N:8]=[CH:9][N:10]=[C:6]2[C:5](Br)=[N:4][CH:3]=1.[CH2:12]1[N:17]([C:18]2[CH:23]=[CH:22][C:21]([NH2:24])=[CH:20][CH:19]=2)[CH2:16][CH2:15][O:14][CH2:13]1.C(N(C(C)C)C(C)C)C. The catalyst is CC(O)C. The product is [Br:1][C:2]1[N:7]2[N:8]=[CH:9][N:10]=[C:6]2[C:5]([NH:24][C:21]2[CH:20]=[CH:19][C:18]([N:17]3[CH2:12][CH2:13][O:14][CH2:15][CH2:16]3)=[CH:23][CH:22]=2)=[N:4][CH:3]=1. The yield is 0.940.